This data is from CYP1A2 inhibition data for predicting drug metabolism from PubChem BioAssay. The task is: Regression/Classification. Given a drug SMILES string, predict its absorption, distribution, metabolism, or excretion properties. Task type varies by dataset: regression for continuous measurements (e.g., permeability, clearance, half-life) or binary classification for categorical outcomes (e.g., BBB penetration, CYP inhibition). Dataset: cyp1a2_veith. (1) The compound is COc1ccc2[nH]cc(CCNc3cc(-c4cccnc4)ncn3)c2c1. The result is 1 (inhibitor). (2) The drug is COC(=O)c1cc(Cl)c(NC(=O)c2cc3ccccc3o2)cc1OC. The result is 0 (non-inhibitor). (3) The drug is CN(CCO)c1cc(Sc2nc3ccccc3s2)c2nonc2c1[N+](=O)[O-]. The result is 1 (inhibitor).